This data is from Reaction yield outcomes from USPTO patents with 853,638 reactions. The task is: Predict the reaction yield, written as a fraction of the theoretical maximum amount of product (1.0 means a 100% yield; for example, 0.34 means a 34% yield). (1) The reactants are [CH3:1][O:2][CH2:3][CH2:4][O:5][C:6]1[C:16]([O:17][CH2:18][CH2:19][O:20][CH3:21])=[CH:15][C:9]([C:10]([O:12][CH2:13][CH3:14])=[O:11])=[C:8]([N+:22]([O-])=O)[CH:7]=1.[H][H]. The catalyst is CCOC(C)=O.[Pd]. The product is [NH2:22][C:8]1[CH:7]=[C:6]([O:5][CH2:4][CH2:3][O:2][CH3:1])[C:16]([O:17][CH2:18][CH2:19][O:20][CH3:21])=[CH:15][C:9]=1[C:10]([O:12][CH2:13][CH3:14])=[O:11]. The yield is 0.920. (2) The reactants are [Cl:1][C:2]1[CH:7]=[CH:6][C:5]([S:8]([NH:11][C:12]2[CH:20]=[C:19]([O:21][CH3:22])[C:18]([O:23][CH3:24])=[CH:17][C:13]=2[C:14](O)=[O:15])(=[O:10])=[O:9])=[CH:4][CH:3]=1.P(Cl)(Cl)(Cl)(Cl)[Cl:26]. The catalyst is C1(C)C=CC=CC=1. The product is [Cl:1][C:2]1[CH:7]=[CH:6][C:5]([S:8]([NH:11][C:12]2[CH:20]=[C:19]([O:21][CH3:22])[C:18]([O:23][CH3:24])=[CH:17][C:13]=2[C:14]([Cl:26])=[O:15])(=[O:10])=[O:9])=[CH:4][CH:3]=1. The yield is 0.930. (3) The reactants are C([O:6][CH2:7][CH:8]1[O:12][C:11](=[O:13])[N:10]([C:14]2[CH:15]=[CH:16][C:17]3[C:23](=[O:24])[CH2:22][CH2:21][CH2:20][O:19][C:18]=3[CH:25]=2)[CH2:9]1)(=O)CCC.[OH-].[K+].CO. The catalyst is CCCCCCC.CCOC(C)=O. The product is [OH:6][CH2:7][CH:8]1[O:12][C:11](=[O:13])[N:10]([C:14]2[CH:15]=[CH:16][C:17]3[C:23](=[O:24])[CH2:22][CH2:21][CH2:20][O:19][C:18]=3[CH:25]=2)[CH2:9]1. The yield is 0.700. (4) The reactants are [NH2:1][CH2:2][CH2:3][CH2:4][CH2:5][CH2:6][C:7]([N:9]1[CH2:13][CH:12]([OH:14])[CH2:11][CH:10]1[CH:15]([C:34]1[CH:39]=[CH:38][CH:37]=[CH:36][CH:35]=1)[O:16][CH:17]([C:26]1[CH:31]=[CH:30][C:29]([O:32][CH3:33])=[CH:28][CH:27]=1)[C:18]1[CH:23]=[CH:22][C:21]([O:24][CH3:25])=[CH:20][CH:19]=1)=[O:8].C(N(CC)CC)C.[CH2:47]([C:63]1([CH3:90])[CH2:72][CH2:71][C:70]2[C:65](=[C:66]([CH3:89])[C:67]([CH3:88])=[C:68]([O:74][CH2:75][CH2:76][O:77][C:78](=O)[O:79]N3C(=O)CCC3=O)[C:69]=2[CH3:73])[O:64]1)[CH2:48][CH2:49][CH2:50][CH2:51][CH2:52][CH2:53][CH2:54][CH2:55][CH2:56][CH2:57][CH2:58][CH2:59][CH2:60][CH2:61][CH3:62].CO.C(Cl)(Cl)Cl. The catalyst is ClCCl. The product is [CH2:47]([C:63]1([CH3:90])[CH2:72][CH2:71][C:70]2[C:65](=[C:66]([CH3:89])[C:67]([CH3:88])=[C:68]([O:74][CH2:75][CH2:76][O:77][C:78](=[O:79])[NH:1][CH2:2][CH2:3][CH2:4][CH2:5][CH2:6][C:7]([N:9]3[CH2:13][CH:12]([OH:14])[CH2:11][CH:10]3[CH:15]([C:34]3[CH:39]=[CH:38][CH:37]=[CH:36][CH:35]=3)[O:16][CH:17]([C:26]3[CH:31]=[CH:30][C:29]([O:32][CH3:33])=[CH:28][CH:27]=3)[C:18]3[CH:23]=[CH:22][C:21]([O:24][CH3:25])=[CH:20][CH:19]=3)=[O:8])[C:69]=2[CH3:73])[O:64]1)[CH2:48][CH2:49][CH2:50][CH2:51][CH2:52][CH2:53][CH2:54][CH2:55][CH2:56][CH2:57][CH2:58][CH2:59][CH2:60][CH2:61][CH3:62]. The yield is 0.880. (5) The reactants are [CH3:1][C:2]1[C:10]([C:11]2[N:15]([CH3:16])[N:14]=[CH:13][CH:12]=2)=[CH:9][CH:8]=[CH:7][C:3]=1[C:4]([OH:6])=[O:5].[C:17](=O)([O-])[O-].[Cs+].[Cs+].IC.C(OCC)(=O)C. The catalyst is CN(C)C=O. The product is [CH3:1][C:2]1[C:10]([C:11]2[N:15]([CH3:16])[N:14]=[CH:13][CH:12]=2)=[CH:9][CH:8]=[CH:7][C:3]=1[C:4]([O:6][CH3:17])=[O:5]. The yield is 0.480.